Dataset: Retrosynthesis with 50K atom-mapped reactions and 10 reaction types from USPTO. Task: Predict the reactants needed to synthesize the given product. (1) Given the product COc1cc2nccc(Oc3ccc(NC(=S)NC(=O)c4cc(C)cc(C)c4)cc3Cl)c2cc1OC, predict the reactants needed to synthesize it. The reactants are: COc1cc2nccc(Oc3ccc(N)cc3Cl)c2cc1OC.Cc1cc(C)cc(C(=O)N=C=S)c1. (2) Given the product CCCc1c(OC)cc(C=Cc2c(F)cc(F)cc2F)cc1OC, predict the reactants needed to synthesize it. The reactants are: C=Cc1cc(OC)c(CCC)c(OC)c1.Fc1cc(F)c(Br)c(F)c1. (3) Given the product CC(=O)N1CCC(c2ccc(C(=O)Nc3ccccc3N)cc2)CC1, predict the reactants needed to synthesize it. The reactants are: CC(=O)OC(C)=O.Nc1ccccc1NC(=O)c1ccc(C2CCNCC2)cc1. (4) Given the product CC(C)(C)c1ccc(Nc2ccn(-c3ccccc3)n2)cc1, predict the reactants needed to synthesize it. The reactants are: CC(C)(C)c1ccc(Br)cc1.Nc1ccn(-c2ccccc2)n1. (5) Given the product Cc1cc(C(=O)NCC2CCN(C(=O)OC(C)(C)C)CC2)nn1Cc1cc(Cl)cc2cc(-c3ccccc3Cl)oc12, predict the reactants needed to synthesize it. The reactants are: CC(C)(C)OC(=O)N1CCC(CN)CC1.Cc1cc(C(=O)O)nn1Cc1cc(Cl)cc2cc(-c3ccccc3Cl)oc12. (6) Given the product O=C(O)c1cc2c(OCC3CCCC3)cccc2[nH]1, predict the reactants needed to synthesize it. The reactants are: CCOC(=O)c1cc2c(OCC3CCCC3)cccc2[nH]1. (7) The reactants are: NC(=O)c1[nH]c2ccc(Cl)cc2c1S(=O)(=O)c1ccccc1. Given the product N#Cc1[nH]c2ccc(Cl)cc2c1S(=O)(=O)c1ccccc1, predict the reactants needed to synthesize it.